From a dataset of NCI-60 drug combinations with 297,098 pairs across 59 cell lines. Regression. Given two drug SMILES strings and cell line genomic features, predict the synergy score measuring deviation from expected non-interaction effect. (1) Drug 1: C1CC(=O)NC(=O)C1N2CC3=C(C2=O)C=CC=C3N. Drug 2: C1CCC(C(C1)N)N.C(=O)(C(=O)[O-])[O-].[Pt+4]. Cell line: M14. Synergy scores: CSS=0.183, Synergy_ZIP=-0.658, Synergy_Bliss=-3.09, Synergy_Loewe=-1.53, Synergy_HSA=-2.12. (2) Synergy scores: CSS=-1.02, Synergy_ZIP=1.48, Synergy_Bliss=2.35, Synergy_Loewe=-0.872, Synergy_HSA=-2.28. Drug 1: C1CC(=O)NC(=O)C1N2CC3=C(C2=O)C=CC=C3N. Drug 2: CN(C)C1=NC(=NC(=N1)N(C)C)N(C)C. Cell line: MDA-MB-435.